From a dataset of Reaction yield outcomes from USPTO patents with 853,638 reactions. Predict the reaction yield, written as a fraction of the theoretical maximum amount of product (1.0 means a 100% yield; for example, 0.34 means a 34% yield). (1) The reactants are [C:1]([C:4]1[CH:9]=[CH:8][C:7]([C@@H:10]([NH:12][C:13](=[O:19])[O:14][C:15]([CH3:18])([CH3:17])[CH3:16])[CH3:11])=[C:6]([F:20])[CH:5]=1)(=[O:3])[CH3:2].[CH3:21][Mg+].[Br-]. The catalyst is C(Cl)Cl.C(OCC)C. The product is [F:20][C:6]1[CH:5]=[C:4]([C:1]([OH:3])([CH3:21])[CH3:2])[CH:9]=[CH:8][C:7]=1[C@@H:10]([NH:12][C:13](=[O:19])[O:14][C:15]([CH3:18])([CH3:17])[CH3:16])[CH3:11]. The yield is 0.920. (2) The reactants are [F:1][C:2]1[CH:7]=[CH:6][C:5]([CH2:8][C:9]([N:11]2[CH2:15][CH:14]([O:16][C:17]([N:19]3[CH2:24][CH2:23][O:22][CH2:21][CH2:20]3)=[O:18])[CH2:13][N:12]2[C:25]([C:27]2[CH:32]=[CH:31][N:30]=[C:29]([O:33][C:34]3[CH:39]=[CH:38][CH:37]=[CH:36][CH:35]=3)[N:28]=2)=O)=[O:10])=[CH:4][CH:3]=1.[H-].[Na+]. The catalyst is CN(C)C=O.O1CCCC1. The product is [F:1][C:2]1[CH:7]=[CH:6][C:5]([C:8]2[C:9](=[O:10])[N:11]3[CH2:15][CH:14]([O:16][C:17]([N:19]4[CH2:24][CH2:23][O:22][CH2:21][CH2:20]4)=[O:18])[CH2:13][N:12]3[C:25]=2[C:27]2[CH:32]=[CH:31][N:30]=[C:29]([O:33][C:34]3[CH:35]=[CH:36][CH:37]=[CH:38][CH:39]=3)[N:28]=2)=[CH:4][CH:3]=1. The yield is 0.320.